From a dataset of Catalyst prediction with 721,799 reactions and 888 catalyst types from USPTO. Predict which catalyst facilitates the given reaction. (1) Reactant: [CH2:1]([NH2:4])[CH2:2][CH3:3].[Cl:5][C:6]1[N:11]=[C:10](Cl)[N:9]=[C:8]([NH:13][O:14][C:15]2[CH:20]=[CH:19][C:18]([F:21])=[CH:17][CH:16]=2)[N:7]=1. Product: [Cl:5][C:6]1[N:11]=[C:10]([NH:4][CH2:1][CH2:2][CH3:3])[N:9]=[C:8]([NH:13][O:14][C:15]2[CH:16]=[CH:17][C:18]([F:21])=[CH:19][CH:20]=2)[N:7]=1. The catalyst class is: 2. (2) Reactant: [NH2:1][CH2:2][C@H:3]([OH:11])[CH2:4][N:5]1[CH2:10][CH2:9][CH2:8][CH2:7][CH2:6]1.[C:12]1([S:22](Cl)(=[O:24])=[O:23])[C:21]2[C:16](=[CH:17][CH:18]=[CH:19][CH:20]=2)[CH:15]=[CH:14][CH:13]=1.C(N(CC)CC)C. Product: [OH:11][C@H:3]([CH2:4][N:5]1[CH2:6][CH2:7][CH2:8][CH2:9][CH2:10]1)[CH2:2][NH:1][S:22]([C:12]1[C:21]2[C:16](=[CH:17][CH:18]=[CH:19][CH:20]=2)[CH:15]=[CH:14][CH:13]=1)(=[O:24])=[O:23]. The catalyst class is: 4. (3) Reactant: [Cl:1][C:2]1[CH:3]=[C:4]([N:8]2[CH:12]=[C:11]([C:13](OCC)=[O:14])[CH:10]=[N:9]2)[CH:5]=[CH:6][CH:7]=1.[H-].[H-].[H-].[H-].[Li+].[Al+3]. Product: [Cl:1][C:2]1[CH:3]=[C:4]([N:8]2[CH:12]=[C:11]([CH2:13][OH:14])[CH:10]=[N:9]2)[CH:5]=[CH:6][CH:7]=1. The catalyst class is: 28. (4) Reactant: [Cl-].O[NH3+:3].[C:4](=[O:7])([O-])[OH:5].[Na+].CS(C)=O.[F:13][C:14]1[CH:15]=[C:16]([N:21]2[C:26](=[O:27])[C:25]([CH2:28][C:29]3[CH:34]=[CH:33][C:32]([C:35]4[C:36]([C:41]#[N:42])=[CH:37][CH:38]=[CH:39][CH:40]=4)=[CH:31][CH:30]=3)=[C:24]([CH2:43][CH2:44][CH3:45])[N:23]=[C:22]2[CH3:46])[CH:17]=[CH:18][C:19]=1[OH:20]. Product: [F:13][C:14]1[CH:15]=[C:16]([N:21]2[C:26](=[O:27])[C:25]([CH2:28][C:29]3[CH:34]=[CH:33][C:32]([C:35]4[CH:40]=[CH:39][CH:38]=[CH:37][C:36]=4[C:41]4[NH:3][C:4](=[O:7])[O:5][N:42]=4)=[CH:31][CH:30]=3)=[C:24]([CH2:43][CH2:44][CH3:45])[N:23]=[C:22]2[CH3:46])[CH:17]=[CH:18][C:19]=1[OH:20]. The catalyst class is: 69. (5) Reactant: [CH2:1]([O:8][C:9]1[C:10]([F:20])=[C:11]([C:16]([CH3:19])=[CH:17][CH:18]=1)[C:12]([O:14]C)=[O:13])[C:2]1[CH:7]=[CH:6][CH:5]=[CH:4][CH:3]=1.CO.[OH-].[K+].Cl. Product: [CH2:1]([O:8][C:9]1[C:10]([F:20])=[C:11]([C:16]([CH3:19])=[CH:17][CH:18]=1)[C:12]([OH:14])=[O:13])[C:2]1[CH:3]=[CH:4][CH:5]=[CH:6][CH:7]=1. The catalyst class is: 1. (6) Reactant: C(OC([NH:11][C@H:12]([C@@H:33]([NH:41][C:42](=[O:63])[C@@H:43]([NH:48][C:49](=[O:62])[C@@H:50]([NH:55][C:56](=[O:61])[CH2:57][CH:58]([CH3:60])[CH3:59])[CH2:51][CH:52]([CH3:54])[CH3:53])[C:44]([CH3:47])([CH3:46])[CH3:45])[CH2:34][C:35]1[CH:40]=[CH:39][CH:38]=[CH:37][CH:36]=1)[CH2:13][C:14]([NH:16][C@@H:17]([C@@H:29]([CH3:32])[CH2:30][CH3:31])[C:18]([NH:20][C@@H:21]([CH:26]([CH3:28])[CH3:27])[C:22]([O:24][CH3:25])=[O:23])=[O:19])=[O:15])=O)C1C=CC=CC=1. Product: [NH2:11][C@H:12]([C@@H:33]([NH:41][C:42](=[O:63])[C@@H:43]([NH:48][C:49](=[O:62])[C@@H:50]([NH:55][C:56](=[O:61])[CH2:57][CH:58]([CH3:60])[CH3:59])[CH2:51][CH:52]([CH3:53])[CH3:54])[C:44]([CH3:45])([CH3:47])[CH3:46])[CH2:34][C:35]1[CH:36]=[CH:37][CH:38]=[CH:39][CH:40]=1)[CH2:13][C:14]([NH:16][C@@H:17]([C@@H:29]([CH3:32])[CH2:30][CH3:31])[C:18]([NH:20][C@@H:21]([CH:26]([CH3:28])[CH3:27])[C:22]([O:24][CH3:25])=[O:23])=[O:19])=[O:15]. The catalyst class is: 123. (7) Reactant: [CH3:1][O:2][C:3]1[CH:4]=[C:5]([CH:35]=[CH:36][C:37]=1[C:38]([CH3:41])([CH3:40])[CH3:39])[C:6]([N:8]1[C@@H:12]([C:13]2[S:14][C:15]([CH3:18])=[CH:16][N:17]=2)[C@@H:11]([C:19]([O-])=[O:20])[CH2:10][C@@:9]1([CH2:29][C:30]1[N:31]=[CH:32][S:33][CH:34]=1)[C:22]([O:24][C:25]([CH3:28])([CH3:27])[CH3:26])=[O:23])=[O:7].[H-].[Al+3].[Li+].[H-].[H-].[H-]. Product: [OH:20][CH2:19][C@@H:11]1[C@H:12]([C:13]2[S:14][C:15]([CH3:18])=[CH:16][N:17]=2)[N:8]([C:6](=[O:7])[C:5]2[CH:35]=[CH:36][C:37]([C:38]([CH3:39])([CH3:40])[CH3:41])=[C:3]([O:2][CH3:1])[CH:4]=2)[C@:9]([CH2:29][C:30]2[N:31]=[CH:32][S:33][CH:34]=2)([C:22]([O:24][C:25]([CH3:26])([CH3:27])[CH3:28])=[O:23])[CH2:10]1. The catalyst class is: 305. (8) The catalyst class is: 2. Product: [C:1]([N:26]1[CH2:27][CH2:28][CH:23]([N:19]2[C:20]3[C:15](=[CH:14][C:13]([O:12][CH2:5][C:6]4[CH:7]=[CH:8][CH:9]=[CH:10][CH:11]=4)=[CH:22][CH:21]=3)[C:16](=[O:41])[N:17]([CH2:30][C:31]3[CH:36]=[CH:35][C:34]([O:37][CH3:38])=[C:33]([O:39][CH3:40])[CH:32]=3)[C:18]2=[O:29])[CH2:24][CH2:25]1)(=[O:3])[CH3:2]. Reactant: [C:1](Cl)(=[O:3])[CH3:2].[CH2:5]([O:12][C:13]1[CH:14]=[C:15]2[C:20](=[CH:21][CH:22]=1)[N:19]([CH:23]1[CH2:28][CH2:27][NH:26][CH2:25][CH2:24]1)[C:18](=[O:29])[N:17]([CH2:30][C:31]1[CH:36]=[CH:35][C:34]([O:37][CH3:38])=[C:33]([O:39][CH3:40])[CH:32]=1)[C:16]2=[O:41])[C:6]1[CH:11]=[CH:10][CH:9]=[CH:8][CH:7]=1.CCN(CC)CC.